This data is from Full USPTO retrosynthesis dataset with 1.9M reactions from patents (1976-2016). The task is: Predict the reactants needed to synthesize the given product. (1) The reactants are: [NH2:1][N:2]1[N:11]=[C:10]([S:12][C:13]2[CH:18]=[CH:17][N:16]=[CH:15][CH:14]=2)[C:9]2[C:4](=[CH:5][CH:6]=[CH:7][CH:8]=2)[C:3]1=[O:19].[Cl:20][C:21]1[CH:26]=[CH:25][C:24]([CH2:27][C:28](Cl)=[O:29])=[CH:23][CH:22]=1. Given the product [Cl:20][C:21]1[CH:26]=[CH:25][C:24]([CH2:27][C:28]([NH:1][N:2]2[N:11]=[C:10]([S:12][C:13]3[CH:18]=[CH:17][N:16]=[CH:15][CH:14]=3)[C:9]3[C:4](=[CH:5][CH:6]=[CH:7][CH:8]=3)[C:3]2=[O:19])=[O:29])=[CH:23][CH:22]=1, predict the reactants needed to synthesize it. (2) Given the product [Br:1][C:2]1[CH:3]=[C:4]([O:13][CH3:14])[C:5]([CH2:10][CH2:11][Br:16])=[CH:6][C:7]=1[O:8][CH3:9], predict the reactants needed to synthesize it. The reactants are: [Br:1][C:2]1[C:7]([O:8][CH3:9])=[CH:6][C:5]([CH2:10][CH2:11]O)=[C:4]([O:13][CH3:14])[CH:3]=1.C(Br)(Br)(Br)[Br:16].C1C=CC(P(C2C=CC=CC=2)C2C=CC=CC=2)=CC=1. (3) The reactants are: [NH2:1][CH2:2][C:3]1[C:4]([Cl:20])=[C:5]([O:10][C:11]2[CH:12]=[C:13]([CH:16]=[C:17]([Cl:19])[CH:18]=2)[C:14]#[N:15])[C:6]([F:9])=[CH:7][CH:8]=1.[Cl:21][C:22]1[N:23]=[CH:24][N:25](COCC[Si](C)(C)C)[C:26]=1[C:27](O)=[O:28].C(Cl)CCl.C1C=CC2N(O)N=NC=2C=1. Given the product [Cl:21][C:22]1[N:23]=[CH:24][NH:25][C:26]=1[C:27]([NH:1][CH2:2][C:3]1[CH:8]=[CH:7][C:6]([F:9])=[C:5]([O:10][C:11]2[CH:12]=[C:13]([C:14]#[N:15])[CH:16]=[C:17]([Cl:19])[CH:18]=2)[C:4]=1[Cl:20])=[O:28], predict the reactants needed to synthesize it.